This data is from Full USPTO retrosynthesis dataset with 1.9M reactions from patents (1976-2016). The task is: Predict the reactants needed to synthesize the given product. The reactants are: [F:1][C:2]([F:22])([F:21])[C@@H:3]([OH:20])[CH2:4][N:5]1[CH2:10][CH2:9][CH2:8][CH:7]([CH2:11][C:12]2[CH:17]=[CH:16][C:15]([O:18][CH3:19])=[CH:14][CH:13]=2)[CH2:6]1.[Cl:23][C:24]1[CH:29]=[CH:28][C:27]([N:30]=[C:31]=[O:32])=[CH:26][CH:25]=1. Given the product [F:22][C:2]([F:1])([F:21])[C@@H:3]([O:20][C:31](=[O:32])[NH:30][C:27]1[CH:28]=[CH:29][C:24]([Cl:23])=[CH:25][CH:26]=1)[CH2:4][N:5]1[CH2:10][CH2:9][CH2:8][CH:7]([CH2:11][C:12]2[CH:13]=[CH:14][C:15]([O:18][CH3:19])=[CH:16][CH:17]=2)[CH2:6]1, predict the reactants needed to synthesize it.